The task is: Regression. Given a peptide amino acid sequence and an MHC pseudo amino acid sequence, predict their binding affinity value. This is MHC class II binding data.. This data is from Peptide-MHC class II binding affinity with 134,281 pairs from IEDB. (1) The MHC is DRB1_1101 with pseudo-sequence DRB1_1101. The peptide sequence is FAEVLKDAIKDLVMTKPAPTCNIR. The binding affinity (normalized) is 0.321. (2) The peptide sequence is NFKADRVIDPRRCLK. The MHC is DRB5_0101 with pseudo-sequence DRB5_0101. The binding affinity (normalized) is 0.217. (3) The peptide sequence is GDTMAEVELREHGSD. The MHC is DRB1_0401 with pseudo-sequence DRB1_0401. The binding affinity (normalized) is 0.114. (4) The peptide sequence is LHGVRDGLVRDANNY. The MHC is DRB4_0101 with pseudo-sequence DRB4_0103. The binding affinity (normalized) is 0. (5) The peptide sequence is ELAAVSVDCSEYPKP. The MHC is DRB1_0301 with pseudo-sequence DRB1_0301. The binding affinity (normalized) is 0.230. (6) The MHC is HLA-DQA10501-DQB10301 with pseudo-sequence HLA-DQA10501-DQB10301. The peptide sequence is DVKFPGGGQKVGGVY. The binding affinity (normalized) is 0.462. (7) The peptide sequence is CAVVIIGVLHQNFKD. The MHC is HLA-DQA10102-DQB10501 with pseudo-sequence HLA-DQA10102-DQB10501. The binding affinity (normalized) is 0.579.